This data is from Reaction yield outcomes from USPTO patents with 853,638 reactions. The task is: Predict the reaction yield, written as a fraction of the theoretical maximum amount of product (1.0 means a 100% yield; for example, 0.34 means a 34% yield). (1) The reactants are [Li+].[OH-].C([O:5][C:6]([C:8]12[CH2:25][CH:24]1[CH:23]=[CH:22][CH2:21][CH2:20][CH2:19][CH2:18][N:17]([CH3:26])[C:16](=[O:27])[CH:15]1[CH:11]([CH2:12][CH:13]([O:28][C:29]3[C:38]4[C:33](=[C:34]([CH3:41])[C:35]([O:39][CH3:40])=[CH:36][CH:37]=4)[N:32]=[C:31]([C:42]4[N:43]=[C:44]([CH:47]5[CH2:52][CH2:51][CH2:50][CH2:49][CH2:48]5)[S:45][CH:46]=4)[CH:30]=3)[CH2:14]1)[C:10](=[O:53])[NH:9]2)=[O:7])C. The catalyst is CO.C1COCC1.O. The product is [CH:47]1([C:44]2[S:45][CH:46]=[C:42]([C:31]3[CH:30]=[C:29]([O:28][CH:13]4[CH2:12][CH:11]5[CH:15]([C:16](=[O:27])[N:17]([CH3:26])[CH2:18][CH2:19][CH2:20][CH2:21][CH:22]=[CH:23][CH:24]6[C:8]([C:6]([OH:7])=[O:5])([NH:9][C:10]5=[O:53])[CH2:25]6)[CH2:14]4)[C:38]4[C:33](=[C:34]([CH3:41])[C:35]([O:39][CH3:40])=[CH:36][CH:37]=4)[N:32]=3)[N:43]=2)[CH2:48][CH2:49][CH2:50][CH2:51][CH2:52]1. The yield is 0.950. (2) The reactants are [Br:1][C:2]1[CH:7]=[CH:6][C:5]([C:8]2([C:11]([OH:13])=O)[CH2:10][CH2:9]2)=[CH:4][CH:3]=1.CN(C)C=O.CC1(C)C2CCC1(CS(O)(=O)=O)C(=O)C2.[NH:34]1[CH2:38][CH2:37][C@@:36]2([C:42]3[CH:43]=[CH:44][CH:45]=[CH:46][C:41]=3[C:40](=[O:47])[O:39]2)[CH2:35]1.F[P-](F)(F)(F)(F)F.N1(O[P+](N(C)C)(N(C)C)N(C)C)C2C=CC=CC=2N=N1.C(N(CC)C(C)C)(C)C. No catalyst specified. The product is [Br:1][C:2]1[CH:3]=[CH:4][C:5]([C:8]2([C:11]([N:34]3[CH2:38][CH2:37][C@@:36]4([C:42]5[CH:43]=[CH:44][CH:45]=[CH:46][C:41]=5[C:40](=[O:47])[O:39]4)[CH2:35]3)=[O:13])[CH2:9][CH2:10]2)=[CH:6][CH:7]=1. The yield is 0.900.